This data is from Full USPTO retrosynthesis dataset with 1.9M reactions from patents (1976-2016). The task is: Predict the reactants needed to synthesize the given product. (1) Given the product [CH2:1]([N:8]1[C:16]2[C:15](=[O:17])[N:14]([CH2:22][C:23](=[O:24])[C:25]3[CH:30]=[CH:29][CH:28]=[CH:27][CH:26]=3)[C:13](=[O:18])[N:12]([CH3:19])[C:11]=2[N:10]=[C:9]1[Br:20])[C:2]1[CH:7]=[CH:6][CH:5]=[CH:4][CH:3]=1, predict the reactants needed to synthesize it. The reactants are: [CH2:1]([N:8]1[C:16]2[C:15](=[O:17])[NH:14][C:13](=[O:18])[N:12]([CH3:19])[C:11]=2[N:10]=[C:9]1[Br:20])[C:2]1[CH:7]=[CH:6][CH:5]=[CH:4][CH:3]=1.Br[CH2:22][C:23]([C:25]1[CH:30]=[CH:29][CH:28]=[CH:27][CH:26]=1)=[O:24]. (2) Given the product [F:28][C:22]1[C:23]([F:27])=[CH:24][CH:25]=[CH:26][C:21]=1[C:19]1[N:20]=[C:15]2[CH:14]=[N:13][N:12]([CH2:11][C:10]3[CH:9]=[CH:8][C:7]([C:29]4[CH:34]=[CH:33][C:32]([O:35][CH3:36])=[CH:31][C:30]=4[C:37]([F:38])([F:39])[F:40])=[CH:6][C:5]=3[C:3]([OH:4])=[O:2])[CH:17]=[C:16]2[N:18]=1, predict the reactants needed to synthesize it. The reactants are: C[O:2][C:3]([C:5]1[CH:6]=[C:7]([C:29]2[CH:34]=[CH:33][C:32]([O:35][CH3:36])=[CH:31][C:30]=2[C:37]([F:40])([F:39])[F:38])[CH:8]=[CH:9][C:10]=1[CH2:11][N:12]1[CH:17]=[C:16]2[N:18]=[C:19]([C:21]3[CH:26]=[CH:25][CH:24]=[C:23]([F:27])[C:22]=3[F:28])[N:20]=[C:15]2[CH:14]=[N:13]1)=[O:4].[OH-].[K+]. (3) Given the product [Br:1][C:2]1[CH:7]=[C:6]([NH2:8])[CH:5]=[CH:4][C:3]=1[CH2:11][CH3:12], predict the reactants needed to synthesize it. The reactants are: [Br:1][C:2]1[CH:7]=[C:6]([N+:8]([O-])=O)[CH:5]=[CH:4][C:3]=1[CH2:11][CH3:12]. (4) Given the product [Cl:1][C:2]1[CH:3]=[CH:4][C:5]([C:8]2[CH:9]=[C:10]3[C:15](=[CH:16][C:17]=2[O:18][CH3:19])[N:14]([CH2:20][C:21]([OH:23])=[O:22])[C:13](=[O:28])[CH2:12][CH2:11]3)=[CH:6][CH:7]=1, predict the reactants needed to synthesize it. The reactants are: [Cl:1][C:2]1[CH:7]=[CH:6][C:5]([C:8]2[CH:9]=[C:10]3[C:15](=[CH:16][C:17]=2[O:18][CH3:19])[N:14]([CH2:20][C:21]([O:23]C(C)(C)C)=[O:22])[C:13](=[O:28])[CH2:12][CH2:11]3)=[CH:4][CH:3]=1.Cl.O1CCOCC1.C(#N)C.O. (5) Given the product [CH2:29]([O:28][C:26]([C:6]1([C:4]([O:3][CH2:1][CH3:2])=[O:5])[CH2:10][CH2:9][CH2:8][N:7]1[C:11]1[CH:12]=[N:13][C:14]([O:17][C:18]2[CH:23]=[CH:22][C:21]([CH:24]=[O:32])=[CH:20][CH:19]=2)=[CH:15][CH:16]=1)=[O:27])[CH3:30], predict the reactants needed to synthesize it. The reactants are: [CH2:1]([O:3][C:4]([C:6]1([C:26]([O:28][CH2:29][CH3:30])=[O:27])[CH2:10][CH2:9][CH2:8][N:7]1[C:11]1[CH:12]=[N:13][C:14]([O:17][C:18]2[CH:23]=[CH:22][C:21]([CH:24]=C)=[CH:20][CH:19]=2)=[CH:15][CH:16]=1)=[O:5])[CH3:2].I([O-])(=O)(=O)=[O:32].[Na+]. (6) Given the product [Cl:1][C:2]1[N:7]=[C:6]([O:8][C:9]2[CH:10]=[C:11]([NH:12][C:26](=[O:29])[CH:27]=[CH2:28])[CH:13]=[CH:14][CH:15]=2)[C:5]([F:16])=[CH:4][N:3]=1, predict the reactants needed to synthesize it. The reactants are: [Cl:1][C:2]1[N:7]=[C:6]([O:8][C:9]2[CH:10]=[C:11]([CH:13]=[CH:14][CH:15]=2)[NH2:12])[C:5]([F:16])=[CH:4][N:3]=1.CCN(C(C)C)C(C)C.[C:26](Cl)(=[O:29])[CH:27]=[CH2:28].C(=O)(O)[O-].[Na+]. (7) Given the product [Cl:1][C:2]1[CH:10]=[CH:9][C:5]([C:6]([NH:58][C:51]2[CH:52]=[C:53]([C:54]([F:57])([F:56])[F:55])[C:48]3[N:49]([CH:59]=[C:46]([CH3:45])[N:47]=3)[CH:50]=2)=[O:8])=[CH:4][N:3]=1, predict the reactants needed to synthesize it. The reactants are: [Cl:1][C:2]1[CH:10]=[CH:9][C:5]([C:6]([OH:8])=O)=[CH:4][N:3]=1.CN(C(ON1N=NC2C=CC=NC1=2)=[N+](C)C)C.F[P-](F)(F)(F)(F)F.C(N(CC)C(C)C)(C)C.Cl.[CH3:45][C:46]1[N:47]=[C:48]2[C:53]([C:54]([F:57])([F:56])[F:55])=[CH:52][C:51]([NH2:58])=[CH:50][N:49]2[CH:59]=1. (8) Given the product [NH2:39][C:35]1[N:34]=[CH:33][N:32]=[C:31]2[C:36]=1[N:37]=[CH:38][N:30]2[C@H:6]1[C@H:5]([OH:4])[C@H:9]([O:10][CH2:11][C:12]2[CH:13]=[CH:14][CH:15]=[CH:16][CH:17]=2)[C@:8]([CH2:21][O:22][CH2:23][C:24]2[CH:29]=[CH:28][CH:27]=[CH:26][CH:25]=2)([CH:18]([F:20])[F:19])[O:7]1, predict the reactants needed to synthesize it. The reactants are: C([O:4][C@@H:5]1[C@H:9]([O:10][CH2:11][C:12]2[CH:17]=[CH:16][CH:15]=[CH:14][CH:13]=2)[C@:8]([CH2:21][O:22][CH2:23][C:24]2[CH:29]=[CH:28][CH:27]=[CH:26][CH:25]=2)([CH:18]([F:20])[F:19])[O:7][C@H:6]1[N:30]1[CH:38]=[N:37][C:36]2[C:31]1=[N:32][CH:33]=[N:34][C:35]=2[NH:39]C(=O)C1C=CC=CC=1)(=O)C.CO. (9) Given the product [N:8]1([C:13]2[CH:40]=[CH:39][C:16]([CH2:17][N:18]3[CH:26]=[C:25]4[C:20]([NH:21][C:22](=[O:29])[N:23]([CH3:28])[C:24]4=[O:27])=[N:19]3)=[CH:15][CH:14]=2)[CH:12]=[CH:11][CH:10]=[N:9]1, predict the reactants needed to synthesize it. The reactants are: C(O)(C(F)(F)F)=O.[N:8]1([C:13]2[CH:40]=[CH:39][C:16]([CH2:17][N:18]3[CH:26]=[C:25]4[C:20]([N:21](CC5C=CC(OC)=CC=5)[C:22](=[O:29])[N:23]([CH3:28])[C:24]4=[O:27])=[N:19]3)=[CH:15][CH:14]=2)[CH:12]=[CH:11][CH:10]=[N:9]1.C(S(O)(=O)=O)(F)(F)F.O.